This data is from Forward reaction prediction with 1.9M reactions from USPTO patents (1976-2016). The task is: Predict the product of the given reaction. (1) Given the reactants CC1C=CC(S(O)(=O)=O)=CC=1.[C:12]([O:15][C:16]1[CH:21]=[CH:20][C:19]([NH:22][NH2:23])=[C:18]([OH:24])[CH:17]=1)(=[O:14])[CH3:13].C(OC1C=CC(N)=C(O)C=1)(=O)C.[Cl:37][CH:38]([C:42](=O)[CH3:43])[C:39](=O)[CH3:40], predict the reaction product. The product is: [C:12]([O:15][C:16]1[CH:21]=[CH:20][C:19]([N:22]2[C:42]([CH3:43])=[C:38]([Cl:37])[C:39]([CH3:40])=[N:23]2)=[C:18]([OH:24])[CH:17]=1)(=[O:14])[CH3:13]. (2) Given the reactants Br[C:2]1[O:6][C:5]([CH:7]=[O:8])=[CH:4][CH:3]=1.C(N(CC)CC)C.[Cl:16][C:17]1[CH:18]=[C:19]([NH:32][C:33]2[C:34]3[S:41][C:40]([C:42]#[CH:43])=[CH:39][C:35]=3[N:36]=[CH:37][N:38]=2)[CH:20]=[CH:21][C:22]=1[O:23][CH2:24][C:25]1[CH:30]=[CH:29][CH:28]=[C:27]([F:31])[CH:26]=1, predict the reaction product. The product is: [Cl:16][C:17]1[CH:18]=[C:19]([NH:32][C:33]2[C:34]3[S:41][C:40]([C:42]#[C:43][C:2]4[O:6][C:5]([CH:7]=[O:8])=[CH:4][CH:3]=4)=[CH:39][C:35]=3[N:36]=[CH:37][N:38]=2)[CH:20]=[CH:21][C:22]=1[O:23][CH2:24][C:25]1[CH:30]=[CH:29][CH:28]=[C:27]([F:31])[CH:26]=1. (3) Given the reactants [H-].[Na+].[CH3:3][C:4]1[N:9]=[CH:8][C:7]([OH:10])=[CH:6][CH:5]=1.[CH3:11]I.O, predict the reaction product. The product is: [CH3:11][O:10][C:7]1[CH:6]=[CH:5][C:4]([CH3:3])=[N:9][CH:8]=1. (4) Given the reactants C([O:4][C:5]([C@H:7]1[CH2:12][CH2:11][C@H:10]([C:13]2[CH:18]=[CH:17][C:16]([NH:19][C:20](=[O:29])[C:21]3[CH:26]=[CH:25][C:24]([Cl:27])=[C:23]([Cl:28])[CH:22]=3)=[CH:15][CH:14]=2)[CH2:9][CH2:8]1)=[O:6])(C)C.[OH-].[Na+], predict the reaction product. The product is: [Cl:28][C:23]1[CH:22]=[C:21]([CH:26]=[CH:25][C:24]=1[Cl:27])[C:20]([NH:19][C:16]1[CH:15]=[CH:14][C:13]([C@H:10]2[CH2:11][CH2:12][C@H:7]([C:5]([OH:6])=[O:4])[CH2:8][CH2:9]2)=[CH:18][CH:17]=1)=[O:29]. (5) Given the reactants C(=O)([O-])[O-].[K+].[K+].C(O)C.Cl.C(O[C:14](=[NH:21])[CH2:15][C:16]([O:18][CH2:19][CH3:20])=[O:17])C.CC1C=C(C)C=C(C)C=1S([O-])(=O)=O.[NH2:35][N+:36]1[CH:41]=[CH:40][CH:39]=[C:38]([Cl:42])[CH:37]=1, predict the reaction product. The product is: [NH2:21][C:14]1[C:15]([C:16]([O:18][CH2:19][CH3:20])=[O:17])=[C:41]2[CH:40]=[CH:39][C:38]([Cl:42])=[CH:37][N:36]2[N:35]=1. (6) Given the reactants [CH3:1][O:2][C:3]1[CH:4]=[C:5]2[C:8](=[CH:9][C:10]=1[O:11][CH3:12])[C@@H:7]([CH2:13][NH:14][CH2:15][CH2:16][CH2:17][N:18]1[C:24](=[O:25])[CH2:23][C:22]3[CH:26]=[C:27]([O:32][CH3:33])[C:28]([O:30][CH3:31])=[CH:29][C:21]=3[CH2:20][CH2:19]1)[CH2:6]2.[ClH:34], predict the reaction product. The product is: [ClH:34].[CH3:1][O:2][C:3]1[CH:4]=[C:5]2[C:8](=[CH:9][C:10]=1[O:11][CH3:12])[C@@H:7]([CH2:13][NH:14][CH2:15][CH2:16][CH2:17][N:18]1[C:24](=[O:25])[CH2:23][C:22]3[CH:26]=[C:27]([O:32][CH3:33])[C:28]([O:30][CH3:31])=[CH:29][C:21]=3[CH2:20][CH2:19]1)[CH2:6]2. (7) Given the reactants [N+:1](=[CH2:3])=[N-].[CH:4](=[C:11]1[NH:15][C:14](=[O:16])[C:13]([N+:17]([O-:19])=[O:18])=[C:12]1O)[C:5]1[CH:10]=[CH:9][CH:8]=[CH:7][CH:6]=1.CN, predict the reaction product. The product is: [CH:4](=[C:11]1[NH:15][C:14](=[O:16])[C:13]([N+:17]([O-:19])=[O:18])=[C:12]1[NH:1][CH3:3])[C:5]1[CH:6]=[CH:7][CH:8]=[CH:9][CH:10]=1. (8) Given the reactants C1(P(C2C=CC=CC=2)C2C3OC4C(=CC=CC=4P(C4C=CC=CC=4)C4C=CC=CC=4)C(C)(C)C=3C=CC=2)C=CC=CC=1.[CH3:43][O:44][C:45]1[CH:50]=[CH:49][C:48]([SH:51])=[CH:47][CH:46]=1.CCN(C(C)C)C(C)C.[C:61]([O:65][C:66]([N:68]1[CH2:72][CH2:71][CH:70]([C:73]2[CH:78]=[CH:77][C:76](Br)=[CH:75][C:74]=2[CH3:80])[CH2:69]1)=[O:67])([CH3:64])([CH3:63])[CH3:62].OS([O-])(=O)=O.[K+].[O-]S([O-])(=O)=O.[Na+].[Na+], predict the reaction product. The product is: [C:61]([O:65][C:66]([N:68]1[CH2:72][CH2:71][CH:70]([C:73]2[CH:78]=[CH:77][C:76]([S:51][C:48]3[CH:49]=[CH:50][C:45]([O:44][CH3:43])=[CH:46][CH:47]=3)=[CH:75][C:74]=2[CH3:80])[CH2:69]1)=[O:67])([CH3:64])([CH3:63])[CH3:62]. (9) Given the reactants C([N:9]=[C:10]=[S:11])(=O)C1C=CC=CC=1.[NH:12]1[CH:16]=[CH:15][N:14]=[C:13]1[CH2:17][NH:18][C:19]1[CH:23]=[CH:22][NH:21][C:20]=1[C:24]([O:26]CC)=O, predict the reaction product. The product is: [NH:14]1[CH:15]=[CH:16][N:12]=[C:13]1[CH2:17][N:18]1[C:19]2[CH:23]=[CH:22][NH:21][C:20]=2[C:24](=[O:26])[NH:9][C:10]1=[S:11]. (10) Given the reactants [Cl:1][C:2]1[CH:7]=[CH:6][C:5]([C:8]2[CH:9]=[C:10]([NH2:20])[CH:11]=[N:12][C:13]=2[O:14][CH2:15][C:16]([F:19])([F:18])[F:17])=[CH:4][C:3]=1[CH3:21].[F:22][C:23]1[C:28]([C:29](O)=[O:30])=[C:27]([F:32])[CH:26]=[CH:25][N:24]=1, predict the reaction product. The product is: [Cl:1][C:2]1[CH:7]=[CH:6][C:5]([C:8]2[CH:9]=[C:10]([NH:20][C:29](=[O:30])[C:28]3[C:27]([F:32])=[CH:26][CH:25]=[N:24][C:23]=3[F:22])[CH:11]=[N:12][C:13]=2[O:14][CH2:15][C:16]([F:17])([F:18])[F:19])=[CH:4][C:3]=1[CH3:21].